Dataset: Forward reaction prediction with 1.9M reactions from USPTO patents (1976-2016). Task: Predict the product of the given reaction. (1) Given the reactants [N:1]12[CH2:10][CH:5]3[CH2:6][CH:7]([CH2:9][CH:3]([C@@H:4]3[NH2:11])[CH2:2]1)[CH2:8]2.[CH3:12][O:13][C:14]1[CH:22]=[CH:21][C:17]([C:18](O)=[O:19])=[CH:16][CH:15]=1.N, predict the reaction product. The product is: [N:1]12[CH2:10][CH:5]3[CH2:6][CH:7]([CH2:9][CH:3]([C@@H:4]3[NH:11][C:18](=[O:19])[C:17]3[CH:21]=[CH:22][C:14]([O:13][CH3:12])=[CH:15][CH:16]=3)[CH2:2]1)[CH2:8]2. (2) Given the reactants [Li].ClP(C1C=CC=CC=1)C1C=CC=CC=1.[CH:16]([O:19][C:20]1[CH:21]=[C:22]([CH:28]2OCC[O:29]2)[CH:23]=[CH:24][C:25]=1[O:26]C)([CH3:18])[CH3:17], predict the reaction product. The product is: [OH:26][C:25]1[CH:24]=[CH:23][C:22]([CH:28]=[O:29])=[CH:21][C:20]=1[O:19][CH:16]([CH3:18])[CH3:17]. (3) Given the reactants Cl.[C:2]1([CH3:10])[CH:7]=[CH:6][C:5]([NH:8]N)=[CH:4][CH:3]=1.Br[CH2:12][CH2:13][CH:14]1[CH2:19][CH2:18][CH2:17][CH2:16][CH2:15]1.C(N(CC)CC)C.Cl.[CH3:28][N:29]1[CH2:34][CH2:33][C:32](=O)[CH2:31][CH2:30]1, predict the reaction product. The product is: [CH:14]1([CH2:13][CH2:12][N:8]2[C:5]3[CH:6]=[CH:7][C:2]([CH3:10])=[CH:3][C:4]=3[C:31]3[CH2:30][N:29]([CH3:28])[CH2:34][CH2:33][C:32]2=3)[CH2:19][CH2:18][CH2:17][CH2:16][CH2:15]1.